From a dataset of Peptide-MHC class I binding affinity with 185,985 pairs from IEDB/IMGT. Regression. Given a peptide amino acid sequence and an MHC pseudo amino acid sequence, predict their binding affinity value. This is MHC class I binding data. (1) The peptide sequence is LPPERRQPF. The MHC is HLA-A26:01 with pseudo-sequence HLA-A26:01. The binding affinity (normalized) is 0.0847. (2) The peptide sequence is TRVLKPSVI. The MHC is HLA-B08:01 with pseudo-sequence HLA-B08:01. The binding affinity (normalized) is 0. (3) The peptide sequence is ESSKNQTWQI. The MHC is HLA-B58:01 with pseudo-sequence HLA-B58:01. The binding affinity (normalized) is 0.318. (4) The peptide sequence is FMSLQSGDV. The MHC is HLA-A03:01 with pseudo-sequence HLA-A03:01. The binding affinity (normalized) is 0.0847. (5) The peptide sequence is GNIKHKERI. The MHC is HLA-A24:02 with pseudo-sequence HLA-A24:02. The binding affinity (normalized) is 0.00435. (6) The peptide sequence is HCIDKTPGL. The MHC is HLA-A01:01 with pseudo-sequence HLA-A01:01. The binding affinity (normalized) is 0.0847. (7) The peptide sequence is ASEELMDKY. The MHC is HLA-B44:02 with pseudo-sequence HLA-B44:02. The binding affinity (normalized) is 0.0847.